From a dataset of Catalyst prediction with 721,799 reactions and 888 catalyst types from USPTO. Predict which catalyst facilitates the given reaction. (1) Reactant: [NH2:1][C:2]1[CH:14]=[CH:13][C:5]2[C:6]([C:9]([O:11][CH3:12])=[O:10])=[N:7][O:8][C:4]=2[CH:3]=1.[C:15](OC(=O)C)(=[O:17])[CH3:16]. Product: [C:15]([NH:1][C:2]1[CH:14]=[CH:13][C:5]2[C:6]([C:9]([O:11][CH3:12])=[O:10])=[N:7][O:8][C:4]=2[CH:3]=1)(=[O:17])[CH3:16]. The catalyst class is: 4. (2) Reactant: [H-].[H-].[H-].[H-].[Li+].[Al+3].[O:7]=[C:8]([C:12]1[CH:17]=[CH:16][CH:15]=[CH:14][CH:13]=1)[CH2:9][C:10]#[N:11].[OH-].[Na+]. Product: [NH2:11][CH2:10][CH2:9][CH:8]([C:12]1[CH:17]=[CH:16][CH:15]=[CH:14][CH:13]=1)[OH:7]. The catalyst class is: 1. (3) Reactant: [N:1]([CH2:4][C:5]1[C:6]([NH:12][CH2:13][C:14]([CH3:17])([CH3:16])[CH3:15])=[N:7][C:8]([Cl:11])=[N:9][CH:10]=1)=[N+]=[N-].C1(P(C2C=CC=CC=2)C2C=CC=CC=2)C=CC=CC=1. Product: [ClH:11].[ClH:11].[NH2:1][CH2:4][C:5]1[C:6]([NH:12][CH2:13][C:14]([CH3:17])([CH3:16])[CH3:15])=[N:7][C:8]([Cl:11])=[N:9][CH:10]=1. The catalyst class is: 20. (4) Reactant: Cl[C:2]1[N:3]=[C:4]([CH3:13])[CH:5]=[C:6]2[CH2:11][CH2:10][O:9][C:8](=[O:12])[C:7]=12.C(N(CC)CC)C.[NH:21]1[CH2:26][CH2:25][CH2:24][CH2:23][CH2:22]1. Product: [CH3:13][C:4]1[CH:5]=[C:6]2[CH2:11][CH2:10][O:9][C:8](=[O:12])[C:7]2=[C:2]([N:21]2[CH2:26][CH2:25][CH2:24][CH2:23][CH2:22]2)[N:3]=1. The catalyst class is: 10. (5) The catalyst class is: 882. Product: [CH3:1][N:2]1[CH2:9][C@@H:8]2[C@@H:4]([N:5]([C:10]3[CH:11]=[CH:12][C:13]([N:16]4[CH2:17][CH2:18][N:19]([C:23]5[S:24][CH:25]=[CH:26][N:27]=5)[CH2:20][CH2:21]4)=[CH:14][CH:15]=3)[CH2:6][CH2:7]2)[CH2:3]1. Reactant: [CH3:1][N:2]1[CH2:9][C@@H:8]2[C@@H:4]([N:5]([C:10]3[CH:15]=[CH:14][C:13]([N:16]4[CH2:21][CH2:20][NH:19][CH2:18][CH2:17]4)=[CH:12][CH:11]=3)[CH2:6][CH2:7]2)[CH2:3]1.Br[C:23]1[S:24][CH:25]=[CH:26][N:27]=1.C1(P(C2C=CC=CC=2)C2C=CC3C(=CC=CC=3)C=2C2C3C(=CC=CC=3)C=CC=2P(C2C=CC=CC=2)C2C=CC=CC=2)C=CC=CC=1.CC(C)([O-])C.[Na+].